This data is from CYP2C9 inhibition data for predicting drug metabolism from PubChem BioAssay. The task is: Regression/Classification. Given a drug SMILES string, predict its absorption, distribution, metabolism, or excretion properties. Task type varies by dataset: regression for continuous measurements (e.g., permeability, clearance, half-life) or binary classification for categorical outcomes (e.g., BBB penetration, CYP inhibition). Dataset: cyp2c9_veith. The compound is O=C(c1cc(-c2ccncc2)nc2ccccc12)N1CCN(c2ccc(N3CCOCC3)nn2)CC1. The result is 1 (inhibitor).